From a dataset of Reaction yield outcomes from USPTO patents with 853,638 reactions. Predict the reaction yield, written as a fraction of the theoretical maximum amount of product (1.0 means a 100% yield; for example, 0.34 means a 34% yield). The reactants are C(O[C:4]1[C:5](=[O:20])[C:6](=[O:19])[C:7]=1[NH:8][C:9]1[C:17]2[O:16][C:15](=[O:18])[NH:14][C:13]=2[CH:12]=[CH:11][CH:10]=1)C.[CH3:21][C:22]1[O:26][C:25]([CH:27]([NH2:33])[C:28]2([CH3:32])[CH2:31][O:30][CH2:29]2)=[CH:24][CH:23]=1. The catalyst is CO. The product is [CH3:21][C:22]1[O:26][C:25]([CH:27]([NH:33][C:4]2[C:5](=[O:20])[C:6](=[O:19])[C:7]=2[NH:8][C:9]2[C:17]3[O:16][C:15](=[O:18])[NH:14][C:13]=3[CH:12]=[CH:11][CH:10]=2)[C:28]2([CH3:32])[CH2:29][O:30][CH2:31]2)=[CH:24][CH:23]=1. The yield is 0.460.